Dataset: Full USPTO retrosynthesis dataset with 1.9M reactions from patents (1976-2016). Task: Predict the reactants needed to synthesize the given product. (1) Given the product [CH3:9][O:8][C:5]1[CH:6]=[CH:7][C:2]([NH:11][CH3:10])=[CH:3][CH:4]=1, predict the reactants needed to synthesize it. The reactants are: Cl[C:2]1[CH:7]=[CH:6][C:5]([O:8][CH3:9])=[CH:4][CH:3]=1.[CH3:10][NH2:11].CC([O-])(C)C.[Na+]. (2) Given the product [Cl:15][C:16]1[CH:17]=[C:18]([CH:19]2[S:14][CH2:10][CH2:11][CH2:12][S:13]2)[CH:21]=[CH:22][CH:23]=1, predict the reactants needed to synthesize it. The reactants are: B(F)(F)F.CCOCC.[CH2:10]([SH:14])[CH2:11][CH2:12][SH:13].[Cl:15][C:16]1[CH:17]=[C:18]([CH:21]=[CH:22][CH:23]=1)[CH:19]=O.CCOC(C)=O.CCCCCC. (3) Given the product [CH3:32][S:33]([OH:36])(=[O:35])=[O:34].[F:1][C:2]1[CH:22]=[CH:21][CH:20]=[CH:19][C:3]=1[CH2:4][O:5][C:6]1[CH:7]=[CH:8][C:9]([CH2:10][NH:11][C@@H:12]([CH3:16])[C:13]([NH2:15])=[O:14])=[CH:17][CH:18]=1, predict the reactants needed to synthesize it. The reactants are: [F:1][C:2]1[CH:22]=[CH:21][CH:20]=[CH:19][C:3]=1[CH2:4][O:5][C:6]1[CH:18]=[CH:17][C:9]([CH2:10][NH:11][C@@H:12]([CH3:16])[C:13]([NH2:15])=[O:14])=[CH:8][CH:7]=1.C1(C)C=CC=CC=1.CO.[CH3:32][S:33]([OH:36])(=[O:35])=[O:34]. (4) Given the product [F:15][C:14]([F:17])([F:16])[O:13][C:10]1[CH:11]=[CH:12][C:7]([N:4]2[CH:5]=[N:6][C:2]([C:26]3[CH:27]=[CH:28][C:29]([CH2:32][CH2:33][CH2:34][N:35]4[C:36](=[O:45])[C:37]5[C:42](=[CH:41][CH:40]=[CH:39][CH:38]=5)[C:43]4=[O:44])=[CH:30][CH:31]=3)=[N:3]2)=[CH:8][CH:9]=1, predict the reactants needed to synthesize it. The reactants are: Br[C:2]1[N:6]=[CH:5][N:4]([C:7]2[CH:12]=[CH:11][C:10]([O:13][C:14]([F:17])([F:16])[F:15])=[CH:9][CH:8]=2)[N:3]=1.CC1(C)C(C)(C)OB([C:26]2[CH:31]=[CH:30][C:29]([CH2:32][CH2:33][CH2:34][N:35]3[C:43](=[O:44])[C:42]4[C:37](=[CH:38][CH:39]=[CH:40][CH:41]=4)[C:36]3=[O:45])=[CH:28][CH:27]=2)O1.C(=O)(O)[O-].[Na+].